Predict the product of the given reaction. From a dataset of Forward reaction prediction with 1.9M reactions from USPTO patents (1976-2016). Given the reactants [CH3:1][C:2]([C:4]1[CH:9]=[CH:8][C:7]([F:10])=[C:6]([O:11][CH3:12])[CH:5]=1)=[O:3].B(Cl)([C@@H]1[C@H](C)[C@@H]2C(C)(C)[C@@H](C2)C1)[C@@H]1[C@H](C)[C@@H]2C(C)(C)[C@@H](C2)C1, predict the reaction product. The product is: [F:10][C:7]1[CH:8]=[CH:9][C:4]([C@H:2]([OH:3])[CH3:1])=[CH:5][C:6]=1[O:11][CH3:12].